From a dataset of Reaction yield outcomes from USPTO patents with 853,638 reactions. Predict the reaction yield, written as a fraction of the theoretical maximum amount of product (1.0 means a 100% yield; for example, 0.34 means a 34% yield). (1) The reactants are [CH3:1][C:2]1[C:10]2[C:5](=[N:6][CH:7]=[C:8]([CH:11]=[N:12][NH:13][C:14]([NH2:16])=[S:15])[CH:9]=2)[NH:4][N:3]=1.[C:17](OC(=O)C)(=[O:19])[CH3:18]. No catalyst specified. The product is [C:17]([NH:16][C:14](=[N:13]/[N:12]=[CH:11]/[C:8]1[CH:9]=[C:10]2[C:2]([CH3:1])=[N:3][NH:4][C:5]2=[N:6][CH:7]=1)[SH:15])(=[O:19])[CH3:18]. The yield is 1.00. (2) The reactants are CO.[Cl:3][C:4]1[CH:5]=[C:6]([CH:27]=[CH:28][C:29]=1[O:30][CH3:31])[CH2:7][NH:8][C:9]1[C:14]([C:15]([O:17]CC)=[O:16])=[CH:13][N:12]=[C:11]([N:20]2[CH2:24][CH2:23][CH2:22][C@H:21]2[CH2:25][OH:26])[N:10]=1.O.[Na]. The catalyst is O. The product is [Cl:3][C:4]1[CH:5]=[C:6]([CH:27]=[CH:28][C:29]=1[O:30][CH3:31])[CH2:7][NH:8][C:9]1[C:14]([C:15]([OH:17])=[O:16])=[CH:13][N:12]=[C:11]([N:20]2[CH2:24][CH2:23][CH2:22][C@H:21]2[CH2:25][OH:26])[N:10]=1. The yield is 0.481. (3) The reactants are [CH3:1][O:2][C:3]([C:5]1[C:13]([NH:14][C:15]2[CH:20]=[CH:19][C:18]([Br:21])=[CH:17][C:16]=2[Cl:22])=[C:12]([F:23])[C:8]2[N:9]=[CH:10][NH:11][C:7]=2[CH:6]=1)=[O:4].C([O-])([O-])=O.[K+].[K+].[C:30]([O:34][C:35]([CH3:38])([CH3:37])[CH3:36])(=[O:33])[CH:31]=[CH2:32]. The catalyst is CN(C=O)C.C(OCC)(=O)C. The product is [CH3:1][O:2][C:3]([C:5]1[C:13]([NH:14][C:15]2[CH:20]=[CH:19][C:18]([Br:21])=[CH:17][C:16]=2[Cl:22])=[C:12]([F:23])[C:8]2[N:9]=[CH:10][N:11]([CH2:32][CH2:31][C:30]([O:34][C:35]([CH3:38])([CH3:37])[CH3:36])=[O:33])[C:7]=2[CH:6]=1)=[O:4]. The yield is 0.620.